This data is from Full USPTO retrosynthesis dataset with 1.9M reactions from patents (1976-2016). The task is: Predict the reactants needed to synthesize the given product. (1) Given the product [F:1][C:2]1[CH:7]=[CH:6][C:5]2[O:8][C:24]([CH:19]3[CH2:20][CH2:21][CH:22]([CH3:23])[NH:17][CH2:18]3)=[N:9][C:4]=2[CH:3]=1, predict the reactants needed to synthesize it. The reactants are: [F:1][C:2]1[CH:7]=[CH:6][C:5]([OH:8])=[C:4]([NH2:9])[CH:3]=1.C(OC([N:17]1[CH:22]([CH3:23])[CH2:21][CH2:20][CH:19]([C:24](O)=O)[CH2:18]1)=O)(C)(C)C.C([O-])(O)=O.[Na+].CC(OC(OC(OC(C)(C)C)=O)=O)(C)C.Cl.Cl.CCOC(C)=O. (2) Given the product [F:1][C:2]1[CH:3]=[C:4]([NH:9][C:10]2[C:11](=[O:23])[NH:12][C:13](=[O:22])[C:14]=2[C:15]2[CH:20]=[CH:19][C:18]([C:35]([O:38][CH3:39])=[O:37])=[CH:17][CH:16]=2)[CH:5]=[CH:6][C:7]=1[CH3:8], predict the reactants needed to synthesize it. The reactants are: [F:1][C:2]1[CH:3]=[C:4]([NH:9][C:10]2[C:11](=[O:23])[NH:12][C:13](=[O:22])[C:14]=2[C:15]2[CH:20]=[CH:19][C:18](I)=[CH:17][CH:16]=2)[CH:5]=[CH:6][C:7]=1[CH3:8].CO.[C]=O.C(N(CC)CC)C.[C:35]([O:38][CH2:39]C)(=[O:37])C. (3) Given the product [CH2:1]([C:3]1[C:11]2[C:6](=[N:7][CH:8]=[CH:9][CH:10]=2)[N:5]([NH:12][C:27]([C:23]2[C:24]([CH3:26])=[N:25][C:20]([C:16]3[CH:17]=[CH:18][CH:19]=[C:14]([F:13])[CH:15]=3)=[N:21][CH:22]=2)=[O:28])[CH:4]=1)[CH3:2], predict the reactants needed to synthesize it. The reactants are: [CH2:1]([C:3]1[C:11]2[C:6](=[N:7][CH:8]=[CH:9][CH:10]=2)[N:5]([NH2:12])[CH:4]=1)[CH3:2].[F:13][C:14]1[CH:15]=[C:16]([C:20]2[N:25]=[C:24]([CH3:26])[C:23]([C:27](O)=[O:28])=[CH:22][N:21]=2)[CH:17]=[CH:18][CH:19]=1.CN(C(ON1N=NC2C=CC=NC1=2)=[N+](C)C)C.F[P-](F)(F)(F)(F)F.CCN(C(C)C)C(C)C. (4) Given the product [C:23]([C:7]1[C:8]2[C:13](=[CH:12][CH:11]=[C:10]([O:16][C:17]3[CH:22]=[CH:21][CH:20]=[CH:19][CH:18]=3)[CH:9]=2)[C:14]([OH:15])=[C:5]([C:3]([NH:25][CH2:26][C:27]([CH3:32])([CH3:31])[C:28]([OH:30])=[O:29])=[O:4])[N:6]=1)#[N:24], predict the reactants needed to synthesize it. The reactants are: CO[C:3]([C:5]1[N:6]=[C:7]([C:23]#[N:24])[C:8]2[C:13]([C:14]=1[OH:15])=[CH:12][CH:11]=[C:10]([O:16][C:17]1[CH:22]=[CH:21][CH:20]=[CH:19][CH:18]=1)[CH:9]=2)=[O:4].[NH2:25][CH2:26][C:27]([CH3:32])([CH3:31])[C:28]([OH:30])=[O:29].C[O-].[Na+].CO. (5) Given the product [CH3:1][O:2][C:3]1[CH:4]=[CH:5][C:6]2[O:10][C:9]([CH:11]([NH:18][C:19]3[CH:20]=[CH:21][C:22]([C:25]([N:27]([CH3:35])[CH2:28][CH2:29][C:30]([OH:32])=[O:31])=[O:26])=[CH:23][CH:24]=3)[CH2:12][CH2:13][CH2:14][CH2:15][S:16][CH3:17])=[C:8]([CH3:36])[C:7]=2[CH:37]=1, predict the reactants needed to synthesize it. The reactants are: [CH3:1][O:2][C:3]1[CH:4]=[CH:5][C:6]2[O:10][C:9]([CH:11]([NH:18][C:19]3[CH:24]=[CH:23][C:22]([C:25]([N:27]([CH3:35])[CH2:28][CH2:29][C:30]([O:32]CC)=[O:31])=[O:26])=[CH:21][CH:20]=3)[CH2:12][CH2:13][CH2:14][CH2:15][S:16][CH3:17])=[C:8]([CH3:36])[C:7]=2[CH:37]=1.O1CCCC1.[OH-].[Na+]. (6) Given the product [CH3:22][O:9][C:8](=[O:10])[C:7]1[C:2]([Br:1])=[CH:3][C:4]([F:20])=[C:5]([F:19])[C:6]=1[NH:11][C:12]1[CH:17]=[CH:16][CH:15]=[CH:14][C:13]=1[Cl:18], predict the reactants needed to synthesize it. The reactants are: [Br:1][C:2]1[C:7]([C:8]([OH:10])=[O:9])=[C:6]([NH:11][C:12]2[CH:17]=[CH:16][CH:15]=[CH:14][C:13]=2[Cl:18])[C:5]([F:19])=[C:4]([F:20])[CH:3]=1.[Si](C=[N+]=[N-])(C)(C)[CH3:22].